Dataset: Reaction yield outcomes from USPTO patents with 853,638 reactions. Task: Predict the reaction yield, written as a fraction of the theoretical maximum amount of product (1.0 means a 100% yield; for example, 0.34 means a 34% yield). (1) The reactants are [C:1]([C:5]1[CH:9]=[C:8]([NH2:10])[N:7]([C:11]2[CH:16]=[CH:15][CH:14]=[CH:13][CH:12]=2)[N:6]=1)([CH3:4])([CH3:3])[CH3:2].[OH-].[Na+].Cl[C:20]([O:22][C:23]1[CH:28]=[CH:27][CH:26]=[CH:25][CH:24]=1)=[O:21]. The catalyst is CCOC(C)=O. The product is [C:1]([C:5]1[CH:9]=[C:8]([NH:10][C:20](=[O:21])[O:22][C:23]2[CH:28]=[CH:27][CH:26]=[CH:25][CH:24]=2)[N:7]([C:11]2[CH:16]=[CH:15][CH:14]=[CH:13][CH:12]=2)[N:6]=1)([CH3:4])([CH3:2])[CH3:3]. The yield is 1.03. (2) The reactants are Cl.[Cl:2][C:3]1[CH:8]=[CH:7][CH:6]=[CH:5][C:4]=1[N:9]1[CH:13]=[N:12][N:11]=[C:10]1[C:14]1[S:28][C:17]2[C:18]3[CH:26]=[CH:25][C:24]([NH2:27])=[CH:23][C:19]=3[O:20][CH2:21][CH2:22][C:16]=2[CH:15]=1.Cl[C:30]([O:32][CH3:33])=[O:31]. The catalyst is C(Cl)Cl. The product is [Cl:2][C:3]1[CH:8]=[CH:7][CH:6]=[CH:5][C:4]=1[N:9]1[CH:13]=[N:12][N:11]=[C:10]1[C:14]1[S:28][C:17]2[C:18]3[CH:26]=[CH:25][C:24]([NH:27][C:30](=[O:31])[O:32][CH3:33])=[CH:23][C:19]=3[O:20][CH2:21][CH2:22][C:16]=2[CH:15]=1. The yield is 0.380. (3) The reactants are [NH2:1][C:2]1[CH:7]=[C:6](Cl)[CH:5]=[CH:4][N:3]=1.Cl.N1C=CC=CC=1.[C:16]1([NH:22][C:23]([N:25]2[C:33]3[C:28](=[CH:29][C:30]([NH2:34])=[CH:31][CH:32]=3)[CH:27]=[CH:26]2)=[O:24])[CH:21]=[CH:20][CH:19]=[CH:18][CH:17]=1. The catalyst is CN1CCCC1=O. The product is [C:16]1([NH:22][C:23]([N:25]2[C:33]3[C:28](=[CH:29][C:30]([NH:34][C:6]4[CH:5]=[CH:4][N:3]=[C:2]([NH2:1])[CH:7]=4)=[CH:31][CH:32]=3)[CH:27]=[CH:26]2)=[O:24])[CH:17]=[CH:18][CH:19]=[CH:20][CH:21]=1. The yield is 0.357. (4) The reactants are [CH2:1]([N:8]1[CH2:12][CH2:11][NH:10][C:9]1=[N:13]C#N)[C:2]1[CH:7]=[CH:6][CH:5]=[CH:4][CH:3]=1.C(N1CCNC1=N)C1C=CC=CC=1.Br[C:30]1[S:31][C:32]([C:36]([NH:38][CH2:39][C:40]2[CH:45]=[CH:44][C:43]([F:46])=[CH:42][CH:41]=2)=[O:37])=[C:33]([CH3:35])[N:34]=1. No catalyst specified. The product is [CH2:1]([N:8]1[CH2:12][CH2:11][N:10]([C:30]2[S:31][C:32]([C:36]([NH:38][CH2:39][C:40]3[CH:45]=[CH:44][C:43]([F:46])=[CH:42][CH:41]=3)=[O:37])=[C:33]([CH3:35])[N:34]=2)[C:9]1=[NH:13])[C:2]1[CH:3]=[CH:4][CH:5]=[CH:6][CH:7]=1. The yield is 0.0700. (5) The reactants are Br[C:2]1[CH:7]=[C:6]([Br:8])[CH:5]=[C:4]([Br:9])[CH:3]=1.[Li]CCCC.[Cl:15][C:16]1[CH:17]=[C:18]([CH:25]=[C:26]([CH3:28])[N:27]=1)[C:19](N(OC)C)=[O:20].C(=O)(O)[O-].[Na+]. The catalyst is CCOCC.C1COCC1.C(OCC)(=O)C. The product is [Cl:15][C:16]1[CH:17]=[C:18]([C:19]([C:2]2[CH:7]=[C:6]([Br:8])[CH:5]=[C:4]([Br:9])[CH:3]=2)=[O:20])[CH:25]=[C:26]([CH3:28])[N:27]=1. The yield is 0.770. (6) The catalyst is C(O)C.[Pd]. The yield is 1.00. The reactants are [NH2:1][C:2]1[CH:11]=[C:10](Cl)[CH:9]=[C:8]2[C:3]=1[C:4]([OH:18])([C:14]([F:17])([F:16])[F:15])[CH2:5][C:6](=[O:13])[NH:7]2.CC([O-])=O.[K+]. The product is [NH2:1][C:2]1[CH:11]=[CH:10][CH:9]=[C:8]2[C:3]=1[C:4]([OH:18])([C:14]([F:17])([F:15])[F:16])[CH2:5][C:6](=[O:13])[NH:7]2. (7) The reactants are CO[C:3](=[O:25])[C:4]1[CH:9]=[CH:8][C:7]([O:10][CH2:11][C:12]2[C:13]([C:18]3[CH:23]=[CH:22][C:21]([Cl:24])=[CH:20][N:19]=3)=[N:14][O:15][C:16]=2[CH3:17])=[N:6][CH:5]=1.[NH:26]1[CH2:31][CH2:30][O:29][CH2:28][CH2:27]1. No catalyst specified. The product is [Cl:24][C:21]1[CH:22]=[CH:23][C:18]([C:13]2[C:12]([CH2:11][O:10][C:7]3[N:6]=[CH:5][C:4]([C:3]([N:26]4[CH2:31][CH2:30][O:29][CH2:28][CH2:27]4)=[O:25])=[CH:9][CH:8]=3)=[C:16]([CH3:17])[O:15][N:14]=2)=[N:19][CH:20]=1. The yield is 0.150. (8) The reactants are ClC1C=C([C@@H](N2CC[C@H](OCOC)C2)CO)C=CC=1.[Cl:20][C:21]1[CH:22]=[C:23]([C@H:27](O)[CH2:28][N:29]2[CH2:33][CH2:32][C@H:31]([O:34][CH2:35][O:36][CH3:37])[CH2:30]2)[CH:24]=[CH:25][CH:26]=1.[CH3:39][NH:40][C:41]1[CH:50]=[CH:49][C:44]([C:45]([O:47][CH3:48])=[O:46])=[CH:43][CH:42]=1. No catalyst specified. The product is [CH3:48][O:47][C:45](=[O:46])[C:44]1[CH:49]=[CH:50][C:41]([N:40]([C@@H:27]([C:23]2[CH:24]=[CH:25][CH:26]=[C:21]([Cl:20])[CH:22]=2)[CH2:28][N:29]2[CH2:33][CH2:32][C@H:31]([O:34][CH2:35][O:36][CH3:37])[CH2:30]2)[CH3:39])=[CH:42][CH:43]=1. The yield is 0.660. (9) The reactants are [F:1][C:2]1[C:10]([OH:11])=[CH:9][CH:8]=[CH:7][C:3]=1[C:4]([OH:6])=[O:5].[C:12](=O)([O-])[O-].[K+].[K+].S(OC)(OC)(=O)=O.O[Li].O. The catalyst is CC(C)=O.O. The product is [F:1][C:2]1[C:10]([O:11][CH3:12])=[CH:9][CH:8]=[CH:7][C:3]=1[C:4]([OH:6])=[O:5]. The yield is 0.940.